From a dataset of Reaction yield outcomes from USPTO patents with 853,638 reactions. Predict the reaction yield, written as a fraction of the theoretical maximum amount of product (1.0 means a 100% yield; for example, 0.34 means a 34% yield). (1) No catalyst specified. The reactants are [CH2:1]([O:7][C:8]1[CH:13]=[C:12]([O:14][CH2:15][CH2:16][CH2:17][CH2:18][CH2:19][CH3:20])[CH:11]=[CH:10][C:9]=1B1OC(C)(C)C(C)(C)O1)[CH2:2][CH2:3][CH2:4][CH2:5][CH3:6].Cl[C:31]1[CH:36]=[CH:35][C:34]([C:37]([C:39]2[CH:44]=[CH:43][C:42](Cl)=[CH:41][CH:40]=2)=[O:38])=[CH:33][CH:32]=1. The yield is 0.940. The product is [CH2:15]([O:14][C:12]1[CH:13]=[C:8]([O:7][CH2:1][CH2:2][CH2:3][CH2:4][CH2:5][CH3:6])[CH:9]=[CH:10][C:11]=1[C:31]1[CH:36]=[CH:35][C:34]([C:37]([C:39]2[CH:44]=[CH:43][C:42]([C:9]3[CH:10]=[CH:11][C:12]([O:14][CH2:15][CH2:16][CH2:17][CH2:18][CH2:19][CH3:20])=[CH:13][C:8]=3[O:7][CH2:1][CH2:2][CH2:3][CH2:4][CH2:5][CH3:6])=[CH:41][CH:40]=2)=[O:38])=[CH:33][CH:32]=1)[CH2:16][CH2:17][CH2:18][CH2:19][CH3:20]. (2) The reactants are Cl[C:2]1[N:7]=[CH:6][N:5]=[C:4]([O:8][CH:9]2[CH2:14][CH2:13][N:12]([C:15]([O:17][C:18]([CH3:21])([CH3:20])[CH3:19])=[O:16])[CH2:11][CH2:10]2)[C:3]=1[CH3:22].[CH3:23][N:24]1[C:28]2[CH2:29][NH:30][CH2:31][C:27]=2[CH:26]=[N:25]1.C(=O)([O-])[O-].[Cs+].[Cs+]. The catalyst is CN1CCCC1=O. The product is [CH3:22][C:3]1[C:4]([O:8][CH:9]2[CH2:14][CH2:13][N:12]([C:15]([O:17][C:18]([CH3:21])([CH3:20])[CH3:19])=[O:16])[CH2:11][CH2:10]2)=[N:5][CH:6]=[N:7][C:2]=1[N:30]1[CH2:31][C:27]2[CH:26]=[N:25][N:24]([CH3:23])[C:28]=2[CH2:29]1. The yield is 0.150.